From a dataset of Catalyst prediction with 721,799 reactions and 888 catalyst types from USPTO. Predict which catalyst facilitates the given reaction. (1) Reactant: [Cl:1][C:2]1[CH:7]=[CH:6][C:5]([CH:8]([C:20]2[CH:25]=[CH:24][C:23]([Cl:26])=[CH:22][CH:21]=2)[C:9]2[CH:10]=[C:11]3[C:16](=[CH:17][CH:18]=2)[N:15]=[CH:14][N:13]=[C:12]3Cl)=[CH:4][CH:3]=1.[Cl:27][C:28]1[CH:29]=[C:30]([CH:32]=[CH:33][C:34]=1[C:35]([F:38])([F:37])[F:36])[NH2:31].CC(O)C. Product: [Cl:26][C:23]1[CH:22]=[CH:21][C:20]([CH:8]([C:5]2[CH:6]=[CH:7][C:2]([Cl:1])=[CH:3][CH:4]=2)[C:9]2[CH:10]=[C:11]3[C:16](=[CH:17][CH:18]=2)[N:15]=[CH:14][N:13]=[C:12]3[NH:31][C:30]2[CH:32]=[CH:33][C:34]([C:35]([F:36])([F:37])[F:38])=[C:28]([Cl:27])[CH:29]=2)=[CH:25][CH:24]=1. The catalyst class is: 66. (2) Reactant: [Li]CCCC.[F:6][C:7]1[CH:12]=[CH:11][C:10]([O:13][CH3:14])=[CH:9][N:8]=1.[C:15](=[O:17])=[O:16].O. Product: [F:6][C:7]1[N:8]=[CH:9][C:10]([O:13][CH3:14])=[CH:11][C:12]=1[C:15]([OH:17])=[O:16]. The catalyst class is: 1. (3) Reactant: [CH2:1]([Si:4]1(Cl)[N:8]([CH3:9])[C@@H:7]([CH3:10])[C@H:6]([C:11]2[CH:16]=[CH:15][CH:14]=[CH:13][CH:12]=2)[O:5]1)[CH:2]=[CH2:3].C(N(CC)CC)C.[CH3:25][CH:26]([OH:28])[CH3:27]. Product: [CH2:1]([Si:4]1([O:28][CH:26]([CH3:27])[CH3:25])[N:8]([CH3:9])[C@@H:7]([CH3:10])[C@H:6]([C:11]2[CH:16]=[CH:15][CH:14]=[CH:13][CH:12]=2)[O:5]1)[CH:2]=[CH2:3]. The catalyst class is: 2. (4) Reactant: Br[C:2]1[CH:3]=[CH:4][C:5]2[S:9](=[O:11])(=[O:10])[N:8]([CH2:12][CH:13]([OH:18])[C:14]([NH:16][CH3:17])=[O:15])[CH:7]([CH3:19])[C:6]=2[CH:20]=1.[F:21][C:22]1[CH:30]=[C:29]2[C:25]([C:26](B3OC(C)(C)C(C)(C)O3)=[CH:27][N:28]2[C:31]([O:33][C:34]([CH3:37])([CH3:36])[CH3:35])=[O:32])=[CH:24][CH:23]=1.[O-]P([O-])([O-])=O.[K+].[K+].[K+]. Product: [F:21][C:22]1[CH:30]=[C:29]2[C:25]([C:26]([C:2]3[CH:3]=[CH:4][C:5]4[S:9](=[O:11])(=[O:10])[N:8]([CH2:12][CH:13]([OH:18])[C:14]([NH:16][CH3:17])=[O:15])[CH:7]([CH3:19])[C:6]=4[CH:20]=3)=[CH:27][N:28]2[C:31]([O:33][C:34]([CH3:37])([CH3:36])[CH3:35])=[O:32])=[CH:24][CH:23]=1. The catalyst class is: 117. (5) Reactant: Br[CH2:2][C:3]([C:5]1[C:6](=[O:16])[O:7][C:8]2[C:13]([CH:14]=1)=[CH:12][CH:11]=[CH:10][C:9]=2[Cl:15])=O.[CH3:17][O:18][C:19]1[CH:24]=[CH:23][C:22]([CH3:25])=[CH:21][C:20]=1[NH:26][C:27]([NH2:29])=[S:28]. Product: [Cl:15][C:9]1[CH:10]=[CH:11][CH:12]=[C:13]2[C:8]=1[O:7][C:6](=[O:16])[C:5]([C:3]1[N:29]=[C:27]([NH:26][C:20]3[CH:21]=[C:22]([CH3:25])[CH:23]=[CH:24][C:19]=3[O:18][CH3:17])[S:28][CH:2]=1)=[CH:14]2. The catalyst class is: 8. (6) Reactant: [Cl:1][C:2]1[CH:27]=[CH:26][CH:25]=[CH:24][C:3]=1[C:4]([NH:6][CH:7]([C:9]1[N:14]=[N:13][C:12]([NH:15][C:16]2[CH:21]=[CH:20][C:19]([O:22][CH3:23])=[CH:18][CH:17]=2)=[N:11][CH:10]=1)[CH3:8])=O.P(Cl)(Cl)(Cl)=O. Product: [Cl:1][C:2]1[CH:27]=[CH:26][CH:25]=[CH:24][C:3]=1[C:4]1[N:14]2[C:9]([CH:10]=[N:11][C:12]([NH:15][C:16]3[CH:21]=[CH:20][C:19]([O:22][CH3:23])=[CH:18][CH:17]=3)=[N:13]2)=[C:7]([CH3:8])[N:6]=1. The catalyst class is: 26. (7) Reactant: [NH2:1][C:2]1[C:3]([OH:10])=[CH:4][C:5]([CH2:8][NH2:9])=[N:6][CH:7]=1.C(N(CC)CC)C.CO[CH:20]=[C:21]1[C:30]2[C:25](=[CH:26][CH:27]=[C:28]([I:31])[CH:29]=2)[C:24](=[O:32])[NH:23][C:22]1=[O:33]. Product: [NH2:1][C:2]1[C:3]([OH:10])=[CH:4][C:5]([CH2:8][NH:9][CH:20]=[C:21]2[C:30]3[C:25](=[CH:26][CH:27]=[C:28]([I:31])[CH:29]=3)[C:24](=[O:32])[NH:23][C:22]2=[O:33])=[N:6][CH:7]=1. The catalyst class is: 9. (8) Reactant: [C:1]([N:5]1[CH2:10][CH2:9][N:8]([C:11]([O:13]C(C)(C)C)=O)[CH2:7][CH2:6]1)(=[O:4])[CH:2]=[CH2:3].Cl.CO.[Cl:21][C:22]1[CH:27]=[CH:26][CH:25]=[CH:24][C:23]=1[C:28]1[CH:29]=[C:30]([CH:34]=[C:35]([O:37][CH3:38])[CH:36]=1)C(O)=O.C1C=CC2N(O)N=NC=2C=1.CCN=C=NCCCN(C)C.Cl.CCN(CC)CC. Product: [Cl:21][C:22]1[CH:27]=[CH:26][CH:25]=[CH:24][C:23]=1[C:28]1[CH:36]=[C:35]([O:37][CH3:38])[CH:34]=[C:30]([C:11]([N:8]2[CH2:7][CH2:6][N:5]([C:1](=[O:4])[CH:2]=[CH2:3])[CH2:10][CH2:9]2)=[O:13])[CH:29]=1. The catalyst class is: 59.